This data is from Forward reaction prediction with 1.9M reactions from USPTO patents (1976-2016). The task is: Predict the product of the given reaction. (1) Given the reactants [C:1]([O:9][C:10]1[CH:15]=[CH:14][C:13]([NH:16][C:17](=[O:19])[CH3:18])=[CH:12][CH:11]=1)(=[O:8])[C:2]1[CH:7]=[CH:6][CH:5]=[N:4][CH:3]=1.[CH:20]([N:23]([CH:29]([CH3:31])[CH3:30])[C:24](=[O:28])[O:25][CH2:26][I:27])([CH3:22])[CH3:21], predict the reaction product. The product is: [I-:27].[C:17]([NH:16][C:13]1[CH:14]=[CH:15][C:10]([O:9][C:1]([C:2]2[CH:3]=[N+:4]([CH2:26][O:25][C:24](=[O:28])[N:23]([CH:29]([CH3:31])[CH3:30])[CH:20]([CH3:22])[CH3:21])[CH:5]=[CH:6][CH:7]=2)=[O:8])=[CH:11][CH:12]=1)(=[O:19])[CH3:18]. (2) The product is: [NH2:69][CH2:70][C:71]([NH:1][CH2:2][CH:3]([OH:30])[CH2:4][O:5][C:6]1[C:11]([CH3:12])=[CH:10][C:9]([CH2:13][CH2:14][C:15](=[O:16])[C:17]2[S:24][C:23]([CH3:25])=[C:22]3[C:18]=2[CH2:19][C@H:20]2[C:26]([CH3:27])([CH3:28])[C@H:21]23)=[CH:8][C:7]=1[CH3:29])=[O:72]. Given the reactants [NH2:1][CH2:2][CH:3]([OH:30])[CH2:4][O:5][C:6]1[C:11]([CH3:12])=[CH:10][C:9]([CH2:13][CH2:14][C:15]([C:17]2[S:24][C:23]([CH3:25])=[C:22]3[C:18]=2[CH2:19][C@H:20]2[C:26]([CH3:28])([CH3:27])[C@H:21]23)=[O:16])=[CH:8][C:7]=1[CH3:29].CCN(C(C)C)C(C)C.CN(C(ON1N=NC2C=CC=CC1=2)=[N+](C)C)C.[B-](F)(F)(F)F.C(OC([NH:69][CH2:70][C:71](O)=[O:72])=O)(C)(C)C, predict the reaction product. (3) Given the reactants [Br:1][C:2]1[CH:9]=[CH:8][C:7]([F:10])=[CH:6][C:3]=1[CH2:4]Br.[CH2:11]([Mg]Br)[CH:12]=[CH2:13], predict the reaction product. The product is: [Br:1][C:2]1[CH:9]=[CH:8][C:7]([F:10])=[CH:6][C:3]=1[CH2:4][CH2:13][CH:12]=[CH2:11]. (4) Given the reactants [F:1][C:2]1[CH:3]=[C:4]([CH:26]=[CH:27][C:28]=1[NH:29][C:30]([NH:32][C:33]1[CH:38]=[C:37]([CH3:39])[CH:36]=[CH:35][C:34]=1[F:40])=[O:31])[O:5][C:6]1[CH:11]=[CH:10][N:9]=[C:8]2[CH:12]=[C:13]([C:15]([NH:17][CH2:18][CH2:19][CH2:20][C:21]([O:23]CC)=[O:22])=[O:16])[S:14][C:7]=12.[OH-].[Na+].O.Cl, predict the reaction product. The product is: [F:1][C:2]1[CH:3]=[C:4]([CH:26]=[CH:27][C:28]=1[NH:29][C:30]([NH:32][C:33]1[CH:38]=[C:37]([CH3:39])[CH:36]=[CH:35][C:34]=1[F:40])=[O:31])[O:5][C:6]1[CH:11]=[CH:10][N:9]=[C:8]2[CH:12]=[C:13]([C:15]([NH:17][CH2:18][CH2:19][CH2:20][C:21]([OH:23])=[O:22])=[O:16])[S:14][C:7]=12. (5) Given the reactants [Cl:1][C:2]1[CH:7]=[CH:6][CH:5]=[CH:4][C:3]=1[OH:8].[Cl-].[Al+3].[Cl-].[Cl-].[C:13](Cl)(=[O:15])[CH3:14], predict the reaction product. The product is: [OH:8][C:3]1[CH:4]=[CH:5][C:6]([C:13](=[O:15])[CH3:14])=[CH:7][C:2]=1[Cl:1]. (6) Given the reactants Cl[C:2]1[N:9]=[C:8]([C:10]2[CH:15]=[CH:14][C:13]([F:16])=[C:12]([CH3:17])[CH:11]=2)[CH:7]=[CH:6][C:3]=1[CH:4]=[O:5].[Cl:18][C:19]1[CH:24]=[CH:23][CH:22]=[CH:21][C:20]=1[OH:25], predict the reaction product. The product is: [Cl:18][C:19]1[CH:24]=[CH:23][CH:22]=[CH:21][C:20]=1[O:25][C:2]1[N:9]=[C:8]([C:10]2[CH:15]=[CH:14][C:13]([F:16])=[C:12]([CH3:17])[CH:11]=2)[CH:7]=[CH:6][C:3]=1[CH:4]=[O:5]. (7) The product is: [Br:1][C:2]1[CH:3]=[C:4]2[C:8](=[CH:9][CH:10]=1)[N:7]([CH2:19][O:18][CH2:17][CH2:16][Si:15]([CH3:22])([CH3:21])[CH3:14])[N:6]=[C:5]2[CH3:11]. Given the reactants [Br:1][C:2]1[CH:3]=[C:4]2[C:8](=[CH:9][CH:10]=1)[NH:7][N:6]=[C:5]2[CH3:11].[H-].[Na+].[CH3:14][Si:15]([CH3:22])([CH3:21])[CH2:16][CH2:17][O:18][CH2:19]Cl.C(OCC)(=O)C, predict the reaction product. (8) Given the reactants [CH2:1]([C@@H:5]1[NH:10][CH2:9][C@H:8]([CH2:11][CH:12]([CH3:14])[CH3:13])[NH:7][C:6]1=[O:15])[CH:2]([CH3:4])[CH3:3].[CH3:16][O:17][C:18]1[CH:23]=[CH:22][C:21]([C@@H:24]2[CH2:26][C@H:25]2[C:27](O)=[O:28])=[CH:20][CH:19]=1.C([C@@H]1N(C(=O)/C=C/C2C=CC=CC=2)C[C@H](CC(C)C)NC1=O)C(C)C, predict the reaction product. The product is: [CH2:1]([C@@H:5]1[N:10]([C:27]([C@@H:25]2[CH2:26][C@H:24]2[C:21]2[CH:20]=[CH:19][C:18]([O:17][CH3:16])=[CH:23][CH:22]=2)=[O:28])[CH2:9][C@H:8]([CH2:11][CH:12]([CH3:14])[CH3:13])[NH:7][C:6]1=[O:15])[CH:2]([CH3:4])[CH3:3]. (9) Given the reactants [Cl:1][C:2]1[CH:7]=[CH:6][C:5]([CH2:8][CH2:9][C:10]([OH:12])=O)=[C:4]([C:13]([F:16])([F:15])[F:14])[CH:3]=1.ClS(O)(=O)=O, predict the reaction product. The product is: [Cl:1][C:2]1[CH:7]=[C:6]2[C:5]([CH2:8][CH2:9][C:10]2=[O:12])=[C:4]([C:13]([F:16])([F:15])[F:14])[CH:3]=1. (10) Given the reactants C(O[N:6]1[CH2:11][CH2:10][N:9]([C:12]2[CH:13]=[CH:14][C:15]([OH:20])=[C:16]([CH:19]=2)[CH:17]=[O:18])[CH2:8][CH2:7]1)(C)(C)C.[C:21](=[O:24])([O-:23])[O-].[K+].[K+].Br[CH2:28][C:29]([O:31][CH2:32][CH3:33])=[O:30].O, predict the reaction product. The product is: [C:16]([O:23][C:21]([N:6]1[CH2:7][CH2:8][N:9]([C:12]2[CH:13]=[CH:14][C:15]([O:20][CH2:28][C:29]([O:31][CH2:32][CH3:33])=[O:30])=[C:16]([CH:17]=[O:18])[CH:19]=2)[CH2:10][CH2:11]1)=[O:24])([CH3:19])([CH3:17])[CH3:15].